Dataset: NCI-60 drug combinations with 297,098 pairs across 59 cell lines. Task: Regression. Given two drug SMILES strings and cell line genomic features, predict the synergy score measuring deviation from expected non-interaction effect. Drug 1: COC1=CC(=CC(=C1O)OC)C2C3C(COC3=O)C(C4=CC5=C(C=C24)OCO5)OC6C(C(C7C(O6)COC(O7)C8=CC=CS8)O)O. Drug 2: CC1CCC2CC(C(=CC=CC=CC(CC(C(=O)C(C(C(=CC(C(=O)CC(OC(=O)C3CCCCN3C(=O)C(=O)C1(O2)O)C(C)CC4CCC(C(C4)OC)OCCO)C)C)O)OC)C)C)C)OC. Cell line: ACHN. Synergy scores: CSS=66.2, Synergy_ZIP=2.18, Synergy_Bliss=1.86, Synergy_Loewe=7.49, Synergy_HSA=9.04.